This data is from Forward reaction prediction with 1.9M reactions from USPTO patents (1976-2016). The task is: Predict the product of the given reaction. (1) Given the reactants Br[C:2]1[C:11]2[C:6](=[CH:7][CH:8]=[CH:9][CH:10]=2)[CH:5]=[N:4][CH:3]=1.C(O)C.[C:15]1(B(O)O)[CH:20]=[CH:19][CH:18]=[CH:17][CH:16]=1.C([O-])([O-])=O.[K+].[K+], predict the reaction product. The product is: [C:15]1([C:2]2[C:11]3[C:6](=[CH:7][CH:8]=[CH:9][CH:10]=3)[CH:5]=[N:4][CH:3]=2)[CH:20]=[CH:19][CH:18]=[CH:17][CH:16]=1. (2) Given the reactants [CH:1]([C:3]1[CH:18]=[CH:17][C:6]([C:7]([O:9][CH2:10][C:11]2[CH:16]=[CH:15][CH:14]=[CH:13][CH:12]=2)=[O:8])=[CH:5][CH:4]=1)=O.[F:19][C:20]([F:31])([F:30])[C:21]1[CH:26]=[CH:25][C:24]([C@@H:27]([NH2:29])[CH3:28])=[CH:23][CH:22]=1, predict the reaction product. The product is: [F:19][C:20]([F:30])([F:31])[C:21]1[CH:22]=[CH:23][C:24]([C@@H:27]([NH:29][CH2:1][C:3]2[CH:18]=[CH:17][C:6]([C:7]([O:9][CH2:10][C:11]3[CH:16]=[CH:15][CH:14]=[CH:13][CH:12]=3)=[O:8])=[CH:5][CH:4]=2)[CH3:28])=[CH:25][CH:26]=1. (3) Given the reactants [CH3:1][C:2]1[CH:3]=[C:4]([CH:8]=[CH:9][C:10]=1[CH3:11])[C:5]([OH:7])=O.N[NH:13][C@@H:14]([CH2:19][OH:20])[CH2:15][CH:16]([CH3:18])[CH3:17], predict the reaction product. The product is: [OH:20][CH2:19][C@H:14]([NH:13][C:5](=[O:7])[C:4]1[CH:8]=[CH:9][C:10]([CH3:11])=[C:2]([CH3:1])[CH:3]=1)[CH2:15][CH:16]([CH3:18])[CH3:17]. (4) Given the reactants [CH2:1]([N:8]1[C:16]2[C:11](=CC=C(C=C)C=2)[CH:10]=[N:9]1)[C:2]1[CH:7]=[CH:6][CH:5]=[CH:4][CH:3]=1.O.[C:20]([OH:32])(=O)[CH2:21][C:22]([CH2:27][C:28](O)=O)([C:24](O)=O)O.C[N+]1([O-])CC[O:37]CC1, predict the reaction product. The product is: [CH2:1]([N:8]1[C:16]2[C:11](=[CH:28][CH:27]=[C:22]([CH:21]([OH:37])[CH2:20][OH:32])[CH:24]=2)[CH:10]=[N:9]1)[C:2]1[CH:7]=[CH:6][CH:5]=[CH:4][CH:3]=1. (5) Given the reactants Br[C:2]1[CH:3]=[C:4]([CH:9]2[O:13][CH2:12][CH2:11][O:10]2)[CH:5]=[C:6]([Cl:8])[CH:7]=1.C([Li])(C)(C)C.CCCCC.[CH3:24][C:25]([CH3:27])=[O:26], predict the reaction product. The product is: [Cl:8][C:6]1[CH:7]=[C:2]([C:25]([OH:26])([CH3:27])[CH3:24])[CH:3]=[C:4]([CH:9]2[O:13][CH2:12][CH2:11][O:10]2)[CH:5]=1. (6) Given the reactants [NH2:1][C:2]1[CH:7]=[CH:6][C:5]([Br:8])=[CH:4][C:3]=1[SH:9].C(=O)([O-])[O-].[Cs+].[Cs+].Br[CH:17]([CH2:21][CH3:22])[C:18](Br)=[O:19], predict the reaction product. The product is: [Br:8][C:5]1[CH:6]=[CH:7][C:2]2[NH:1][C:18](=[O:19])[CH:17]([CH2:21][CH3:22])[S:9][C:3]=2[CH:4]=1. (7) Given the reactants OC12CC(CCCC(OC)=O)(CC1)CC2.FC1C=C(C=C(F)C=1)C([O:22][C:23]12[CH2:29][C:26]([OH:30])([CH2:27][CH2:28]1)[CH2:25][CH2:24]2)=O.BrCC1N(C2C=CC(Cl)=CC=2)N=C(C)C=1.Br[CH2:51][CH2:52][C:53]([O:55]C)=[O:54], predict the reaction product. The product is: [OH:22][C:23]12[CH2:29][C:26]([O:30][CH2:51][CH2:52][C:53]([OH:55])=[O:54])([CH2:27][CH2:28]1)[CH2:25][CH2:24]2. (8) Given the reactants [C:1]([SiH2:5][O:6][C:7]([CH3:37])([CH3:36])[C@@:8](C)(/[CH:20]=[CH:21]/[C:22]1[CH:31]=[CH:30][C:29]2[C:24](=[CH:25][C:26]([C@H:32]([OH:34])[CH3:33])=[CH:27][CH:28]=2)[CH:23]=1)[C:9](N1[C@H](C(C)C)COC1=O)=O)([CH3:4])([CH3:3])[CH3:2].[OH:38]O.O.[OH-].[Li+].[O:43]1[CH2:47]CCC1.O, predict the reaction product. The product is: [C:1]([SiH2:5][O:6][C:7]([CH3:36])([CH3:37])[C@@:8]([CH3:9])(/[CH:20]=[CH:21]/[C:22]1[CH:23]=[CH:24][C:29]2[C:30](=[CH:25][C:26]([C@H:32]([OH:34])[CH3:33])=[CH:27][CH:28]=2)[CH:31]=1)[C:47]([OH:43])=[O:38])([CH3:4])([CH3:2])[CH3:3].